This data is from Forward reaction prediction with 1.9M reactions from USPTO patents (1976-2016). The task is: Predict the product of the given reaction. (1) Given the reactants [Br:1][C:2]1[N:7]=[C:6]([C:8](=O)[CH2:9][F:10])[C:5]([F:12])=[C:4]([Si:13]([CH2:18][CH3:19])([CH2:16][CH3:17])[CH2:14][CH3:15])[CH:3]=1.C1COCC1.[CH3:25][C:26]([S@:29]([NH2:31])=[O:30])([CH3:28])[CH3:27].CCOC(C)=O, predict the reaction product. The product is: [Br:1][C:2]1[N:7]=[C:6](/[C:8](=[N:31]\[S@@:29]([C:26]([CH3:28])([CH3:27])[CH3:25])=[O:30])/[CH2:9][F:10])[C:5]([F:12])=[C:4]([Si:13]([CH2:18][CH3:19])([CH2:16][CH3:17])[CH2:14][CH3:15])[CH:3]=1. (2) Given the reactants C1C=CC2N(O)N=[N:7]C=2C=1.CCN=C=NCCCN(C)C.Cl.Cl.CCN(C(C)C)C(C)C.[C:33]([O:37][C:38]([N:40]1[CH2:45][CH2:44][CH:43]([C:46]2[CH:51]=[CH:50][C:49]([NH:52][C:53]3[N:58]=[C:57]([CH2:59][CH2:60][C:61]4[CH:66]=[CH:65][CH:64]=[CH:63][C:62]=4[CH2:67][C:68](O)=[O:69])[C:56]([CH3:71])=[CH:55][N:54]=3)=[CH:48][CH:47]=2)[CH2:42][CH2:41]1)=[O:39])([CH3:36])([CH3:35])[CH3:34].C(=O)([O-])[O-].[NH4+].[NH4+], predict the reaction product. The product is: [NH2:7][C:68](=[O:69])[CH2:67][C:62]1[CH:63]=[CH:64][CH:65]=[CH:66][C:61]=1[CH2:60][CH2:59][C:57]1[C:56]([CH3:71])=[CH:55][N:54]=[C:53]([NH:52][C:49]2[CH:48]=[CH:47][C:46]([CH:43]3[CH2:42][CH2:41][N:40]([C:38]([O:37][C:33]([CH3:34])([CH3:36])[CH3:35])=[O:39])[CH2:45][CH2:44]3)=[CH:51][CH:50]=2)[N:58]=1.